From a dataset of NCI-60 drug combinations with 297,098 pairs across 59 cell lines. Regression. Given two drug SMILES strings and cell line genomic features, predict the synergy score measuring deviation from expected non-interaction effect. (1) Drug 1: CC1=C2C(C(=O)C3(C(CC4C(C3C(C(C2(C)C)(CC1OC(=O)C(C(C5=CC=CC=C5)NC(=O)OC(C)(C)C)O)O)OC(=O)C6=CC=CC=C6)(CO4)OC(=O)C)OC)C)OC. Drug 2: C1=CC=C(C(=C1)C(C2=CC=C(C=C2)Cl)C(Cl)Cl)Cl. Cell line: OVCAR-5. Synergy scores: CSS=55.6, Synergy_ZIP=11.3, Synergy_Bliss=10.5, Synergy_Loewe=-20.4, Synergy_HSA=10.8. (2) Drug 1: CN1CCC(CC1)COC2=C(C=C3C(=C2)N=CN=C3NC4=C(C=C(C=C4)Br)F)OC. Drug 2: CNC(=O)C1=CC=CC=C1SC2=CC3=C(C=C2)C(=NN3)C=CC4=CC=CC=N4. Cell line: IGROV1. Synergy scores: CSS=43.8, Synergy_ZIP=-0.614, Synergy_Bliss=1.80, Synergy_Loewe=-13.5, Synergy_HSA=1.88. (3) Drug 1: CNC(=O)C1=NC=CC(=C1)OC2=CC=C(C=C2)NC(=O)NC3=CC(=C(C=C3)Cl)C(F)(F)F. Drug 2: CC(C)NC(=O)C1=CC=C(C=C1)CNNC.Cl. Cell line: MDA-MB-231. Synergy scores: CSS=7.15, Synergy_ZIP=-1.45, Synergy_Bliss=-0.399, Synergy_Loewe=1.49, Synergy_HSA=-0.146. (4) Drug 1: CCC1(CC2CC(C3=C(CCN(C2)C1)C4=CC=CC=C4N3)(C5=C(C=C6C(=C5)C78CCN9C7C(C=CC9)(C(C(C8N6C)(C(=O)OC)O)OC(=O)C)CC)OC)C(=O)OC)O.OS(=O)(=O)O. Drug 2: CCCCC(=O)OCC(=O)C1(CC(C2=C(C1)C(=C3C(=C2O)C(=O)C4=C(C3=O)C=CC=C4OC)O)OC5CC(C(C(O5)C)O)NC(=O)C(F)(F)F)O. Cell line: KM12. Synergy scores: CSS=53.9, Synergy_ZIP=-3.76, Synergy_Bliss=-10.7, Synergy_Loewe=-10.6, Synergy_HSA=-11.2.